This data is from Full USPTO retrosynthesis dataset with 1.9M reactions from patents (1976-2016). The task is: Predict the reactants needed to synthesize the given product. (1) Given the product [C:1]([NH:5][C:6]1[CH:11]=[C:10]([C:12]2[CH:13]=[CH:14][CH:15]=[CH:16][CH:17]=2)[N:9]=[C:8]([NH:18][C:19]2[CH:20]=[CH:21][C:22]([C:25]3([C:29]([O-:31])=[O:30])[CH2:28][CH2:27][CH2:26]3)=[CH:23][CH:24]=2)[N:7]=1)([CH3:4])([CH3:2])[CH3:3].[Na+:37], predict the reactants needed to synthesize it. The reactants are: [C:1]([NH:5][C:6]1[CH:11]=[C:10]([C:12]2[CH:17]=[CH:16][CH:15]=[CH:14][CH:13]=2)[N:9]=[C:8]([NH:18][C:19]2[CH:24]=[CH:23][C:22]([C:25]3([C:29]([OH:31])=[O:30])[CH2:28][CH2:27][CH2:26]3)=[CH:21][CH:20]=2)[N:7]=1)([CH3:4])([CH3:3])[CH3:2].CC(C)([O-])C.[Na+:37].C(#N)C. (2) Given the product [CH:16]1([CH:2]([NH:22][C:23]2[CH:24]=[CH:25][C:26]([C:29]([NH:31][CH2:32][CH2:33][C:34]([OH:36])=[O:35])=[O:30])=[CH:27][CH:28]=2)[C:3]2[CH:4]=[C:5]([C:9]3[CH:14]=[N:13][C:12]([F:15])=[CH:11][CH:10]=3)[O:6][C:7]=2[CH3:8])[CH2:21][CH2:20][CH2:19][CH2:18][CH2:17]1, predict the reactants needed to synthesize it. The reactants are: Cl[CH:2]([CH:16]1[CH2:21][CH2:20][CH2:19][CH2:18][CH2:17]1)[C:3]1[CH:4]=[C:5]([C:9]2[CH:10]=[CH:11][C:12]([F:15])=[N:13][CH:14]=2)[O:6][C:7]=1[CH3:8].[NH2:22][C:23]1[CH:28]=[CH:27][C:26]([C:29]([NH:31][CH2:32][CH2:33][C:34]([O:36]CC)=[O:35])=[O:30])=[CH:25][CH:24]=1.C(=O)([O-])[O-].[Na+].[Na+].[I-].[Na+]. (3) The reactants are: [C:1]1([CH2:11][CH:12]2[N:16]3[CH:17]=[CH:18][CH:19]=[CH:20][C:15]3=[N:14][C:13]2=O)[C:10]2[C:5](=[CH:6][CH:7]=[CH:8][CH:9]=2)[CH:4]=[CH:3][CH:2]=1.COC1C=CC(P2(=S)SP(=S)(C3C=CC(OC)=CC=3)[S:31]2)=CC=1. Given the product [C:1]1([CH2:11][CH:12]2[N:16]3[CH:17]=[CH:18][CH:19]=[CH:20][C:15]3=[N:14][C:13]2=[S:31])[C:10]2[C:5](=[CH:6][CH:7]=[CH:8][CH:9]=2)[CH:4]=[CH:3][CH:2]=1, predict the reactants needed to synthesize it. (4) Given the product [CH3:11][O:12][CH:13]([O:16][CH3:17])[CH2:14][NH:15][C:1](=[O:3])[CH3:2], predict the reactants needed to synthesize it. The reactants are: [C:1](Cl)(=[O:3])[CH3:2].C(OCC)(=O)C.[CH3:11][O:12][CH:13]([O:16][CH3:17])[CH2:14][NH2:15].C(N(CC)CC)C. (5) Given the product [F:21][C:22]1[C:27]([O:28][CH3:29])=[CH:26][CH:25]=[CH:24][C:23]=1[C:2]1[S:6][C:5]([S:7]([N:10]([CH2:12][C:13]2[CH:18]=[CH:17][CH:16]=[C:15]([OH:19])[CH:14]=2)[CH3:11])(=[O:8])=[O:9])=[CH:4][CH:3]=1, predict the reactants needed to synthesize it. The reactants are: Br[C:2]1[S:6][C:5]([S:7]([N:10]([CH2:12][C:13]2[CH:18]=[CH:17][CH:16]=[C:15]([O:19]C)[CH:14]=2)[CH3:11])(=[O:9])=[O:8])=[CH:4][CH:3]=1.[F:21][C:22]1[C:27]([O:28][CH3:29])=[CH:26][CH:25]=[CH:24][C:23]=1B(O)O.C(=O)([O-])[O-].[Cs+].[Cs+].